Dataset: Reaction yield outcomes from USPTO patents with 853,638 reactions. Task: Predict the reaction yield, written as a fraction of the theoretical maximum amount of product (1.0 means a 100% yield; for example, 0.34 means a 34% yield). (1) The catalyst is O1CCOCC1.C1C=CC(P(C2C=CC=CC=2)[C-]2C=CC=C2)=CC=1.C1C=CC(P(C2C=CC=CC=2)[C-]2C=CC=C2)=CC=1.Cl[Pd]Cl.[Fe+2]. The reactants are FC(F)(F)S(O[C:7]1[CH2:12][CH2:11][CH:10]([N:13]2[CH2:18][CH2:17][O:16][CH2:15][CH2:14]2)[CH2:9][CH:8]=1)(=O)=O.[CH3:21][C:22]1([CH3:38])[C:26]([CH3:28])([CH3:27])[O:25][B:24]([B:24]2[O:25][C:26]([CH3:28])([CH3:27])[C:22]([CH3:38])([CH3:21])[O:23]2)[O:23]1.C([O-])(=O)C.[K+]. The product is [CH3:21][C:22]1([CH3:38])[C:26]([CH3:28])([CH3:27])[O:25][B:24]([C:7]2[CH2:12][CH2:11][CH:10]([N:13]3[CH2:18][CH2:17][O:16][CH2:15][CH2:14]3)[CH2:9][CH:8]=2)[O:23]1. The yield is 0.860. (2) The reactants are [NH:1]1[C:9]2[C:4](=[CH:5][CH:6]=[CH:7][C:8]=2[C:10]([OH:12])=O)[CH:3]=[CH:2]1.CN(C(ON1N=NC2C=CC=CC1=2)=[N+](C)C)C.[B-](F)(F)(F)F.C(N(CC)C(C)C)(C)C.[C:44]([C:48]1[CH:64]=[CH:63][C:51]([CH2:52][NH:53][CH2:54][CH2:55][C:56]2[CH:61]=[CH:60][C:59]([F:62])=[CH:58][CH:57]=2)=[CH:50][CH:49]=1)([CH3:47])([CH3:46])[CH3:45]. The catalyst is CN(C=O)C.O. The product is [C:44]([C:48]1[CH:64]=[CH:63][C:51]([CH2:52][N:53]([CH2:54][CH2:55][C:56]2[CH:61]=[CH:60][C:59]([F:62])=[CH:58][CH:57]=2)[C:10]([C:8]2[CH:7]=[CH:6][CH:5]=[C:4]3[C:9]=2[NH:1][CH:2]=[CH:3]3)=[O:12])=[CH:50][CH:49]=1)([CH3:47])([CH3:45])[CH3:46]. The yield is 0.820. (3) The reactants are [NH:1]1[C:9]2[C:4](=[CH:5][CH:6]=[CH:7][N:8]=2)[CH2:3][CH2:2]1.O.C1(C)C=CC(S(O)(=O)=O)=CC=1.[Br:22]N1C(C)(C)C(=O)N(Br)C1=O. The catalyst is C(Cl)Cl. The product is [Br:22][C:6]1[CH:5]=[C:4]2[C:9](=[N:8][CH:7]=1)[NH:1][CH2:2][CH2:3]2. The yield is 0.440.